Dataset: Forward reaction prediction with 1.9M reactions from USPTO patents (1976-2016). Task: Predict the product of the given reaction. (1) Given the reactants C([O:4][CH2:5][C@@H:6]1[C@@H:11]([O:12]C(=O)C)[C@H:10]([OH:16])[C@H:9]([OH:17])[C@@H:8]([C:18]2[CH:23]=[CH:22][C:21]([Cl:24])=[C:20]([OH:25])[CH:19]=2)[O:7]1)(=O)C.CO[Na], predict the reaction product. The product is: [Cl:24][C:21]1[CH:22]=[CH:23][C:18]([C@@H:8]2[C@@H:9]([OH:17])[C@@H:10]([OH:16])[C@H:11]([OH:12])[C@@H:6]([CH2:5][OH:4])[O:7]2)=[CH:19][C:20]=1[OH:25]. (2) Given the reactants [CH2:1]([C:3]1[N:4]=[C:5]2[C:10]([C:11]([F:14])([F:13])[F:12])=[CH:9][CH:8]=[CH:7][N:6]2[C:15]=1[C:16]1[CH:17]=[C:18]([OH:22])[CH:19]=[CH:20][CH:21]=1)[CH3:2].Br[C:24]1[CH:25]=[C:26]([S:30]([N:33]([CH2:35][C:36]2[CH:41]=[CH:40][C:39]([O:42][CH3:43])=[CH:38][CH:37]=2)[CH3:34])(=[O:32])=[O:31])[CH:27]=[CH:28][CH:29]=1, predict the reaction product. The product is: [CH2:1]([C:3]1[N:4]=[C:5]2[C:10]([C:11]([F:14])([F:13])[F:12])=[CH:9][CH:8]=[CH:7][N:6]2[C:15]=1[C:16]1[CH:17]=[C:18]([CH:19]=[CH:20][CH:21]=1)[O:22][C:24]1[CH:25]=[C:26]([S:30]([N:33]([CH2:35][C:36]2[CH:37]=[CH:38][C:39]([O:42][CH3:43])=[CH:40][CH:41]=2)[CH3:34])(=[O:32])=[O:31])[CH:27]=[CH:28][CH:29]=1)[CH3:2]. (3) Given the reactants [C:1]([NH:4][C:5]1[C:6]([I:31])=[C:7]([C:22]([N:24]([CH2:28][CH2:29][OH:30])[CH2:25][CH2:26][OH:27])=[O:23])[C:8]([I:21])=[C:9]([C:19]=1[I:20])[C:10]([N:12]([CH2:16][CH2:17][OH:18])[CH2:13][CH2:14][OH:15])=[O:11])(=[O:3])[CH3:2].[OH-:32].[K+].B(O)(O)O, predict the reaction product. The product is: [OH:32][CH:5]([CH:19]([OH:32])[CH2:9][N:4]([C:5]1[C:6]([I:31])=[C:7]([C:22]([N:24]([CH2:25][CH2:26][OH:27])[CH2:28][CH2:29][OH:30])=[O:23])[C:8]([I:21])=[C:9]([C:19]=1[I:20])[C:10]([N:12]([CH2:13][CH2:14][OH:15])[CH2:16][CH2:17][OH:18])=[O:11])[C:1](=[O:3])[CH3:2])[CH2:6][N:4]([C:5]1[C:19]([I:20])=[C:9]([C:10]([N:12]([CH2:13][CH2:14][OH:15])[CH2:16][CH2:17][OH:18])=[O:11])[C:8]([I:21])=[C:7]([C:6]=1[I:31])[C:22]([N:24]([CH2:25][CH2:26][OH:27])[CH2:28][CH2:29][OH:30])=[O:23])[C:1](=[O:3])[CH3:2]. (4) The product is: [Cl:28][C:5]1[C:6]([N:11]2[CH2:12][CH2:13][N:14]([CH2:17][C:18]([NH:20][C:21]3[CH:26]=[CH:25][CH:24]=[C:23]([Cl:27])[CH:22]=3)=[O:19])[CH2:15][CH2:16]2)=[C:7]2[N:8]=[C:35]([C:34]3[CH:37]=[CH:38][C:31]([N:30]([CH3:39])[CH3:29])=[CH:32][CH:33]=3)[NH:1][C:2]2=[N:3][CH:4]=1. Given the reactants [NH2:1][C:2]1[C:7]([N+:8]([O-])=O)=[C:6]([N:11]2[CH2:16][CH2:15][N:14]([CH2:17][C:18]([NH:20][C:21]3[CH:26]=[CH:25][CH:24]=[C:23]([Cl:27])[CH:22]=3)=[O:19])[CH2:13][CH2:12]2)[C:5]([Cl:28])=[CH:4][N:3]=1.[CH3:29][N:30]([CH3:39])[C:31]1[CH:38]=[CH:37][C:34]([CH:35]=O)=[CH:33][CH:32]=1.[O-]S(S([O-])=O)=O.[Na+].[Na+], predict the reaction product.